This data is from Forward reaction prediction with 1.9M reactions from USPTO patents (1976-2016). The task is: Predict the product of the given reaction. (1) Given the reactants [CH3:1][O:2][C:3](=[O:18])[C:4]([CH3:17])([CH3:16])[CH2:5][O:6][C:7]1[CH:12]=[CH:11][C:10]([Cl:13])=[CH:9][C:8]=1[CH:14]=O.[Cl:19][C:20]1[CH:28]=[C:27]2[C:23]([CH2:24][C:25](=[O:29])[NH:26]2)=[CH:22][CH:21]=1.N1CCCC1, predict the reaction product. The product is: [CH3:1][O:2][C:3](=[O:18])[C:4]([CH3:17])([CH3:16])[CH2:5][O:6][C:7]1[CH:12]=[CH:11][C:10]([Cl:13])=[CH:9][C:8]=1/[CH:14]=[C:24]1\[C:25](=[O:29])[NH:26][C:27]2[C:23]\1=[CH:22][CH:21]=[C:20]([Cl:19])[CH:28]=2. (2) Given the reactants Br[C:2]1[CH:7]=[CH:6][C:5]([CH:8]([F:10])[F:9])=[C:4]([F:11])[CH:3]=1.[B:12]1([B:12]2[O:16][C:15]([CH3:18])([CH3:17])[C:14]([CH3:20])([CH3:19])[O:13]2)[O:16][C:15]([CH3:18])([CH3:17])[C:14]([CH3:20])([CH3:19])[O:13]1.C([O-])(=O)C.[K+], predict the reaction product. The product is: [F:9][CH:8]([F:10])[C:5]1[CH:6]=[CH:7][C:2]([B:12]2[O:16][C:15]([CH3:18])([CH3:17])[C:14]([CH3:20])([CH3:19])[O:13]2)=[CH:3][C:4]=1[F:11]. (3) Given the reactants [Br:1][C:2]1[C:3]([O:18][CH2:19][C:20]([F:23])([F:22])[F:21])=[N:4][CH:5]=[C:6]([CH:17]=1)[C:7]([NH:9][CH:10]1[CH2:15][CH2:14][CH2:13][CH2:12][CH:11]1[OH:16])=[O:8], predict the reaction product. The product is: [Br:1][C:2]1[C:3]([O:18][CH2:19][C:20]([F:22])([F:23])[F:21])=[N:4][CH:5]=[C:6]([CH:17]=1)[C:7]([NH:9][C@H:10]1[CH2:15][CH2:14][CH2:13][CH2:12][C@H:11]1[OH:16])=[O:8].